From a dataset of Full USPTO retrosynthesis dataset with 1.9M reactions from patents (1976-2016). Predict the reactants needed to synthesize the given product. (1) Given the product [Cl:13][C:14]1[CH:19]=[C:18]([C:20]([F:22])([F:21])[F:23])[N:17]=[C:16]([O:6][CH:1]2[CH2:5][CH2:4][CH2:3][CH2:2]2)[N:15]=1, predict the reactants needed to synthesize it. The reactants are: [CH:1]1([OH:6])[CH2:5][CH2:4][CH2:3][CH2:2]1.CC(C)([O-])C.[K+].[Cl:13][C:14]1[CH:19]=[C:18]([C:20]([F:23])([F:22])[F:21])[N:17]=[C:16](S(C)(=O)=O)[N:15]=1. (2) Given the product [Br:13][C:14]1[C:19]([C:23]([OH:25])=[O:24])=[C:18]([F:20])[C:17]([F:21])=[C:16]([F:22])[CH:15]=1, predict the reactants needed to synthesize it. The reactants are: N(C(C)C)C(C)C.[Li]CCCC.[Br:13][C:14]1[CH:15]=[C:16]([F:22])[C:17]([F:21])=[C:18]([F:20])[CH:19]=1.[C:23](=[O:25])=[O:24].Cl. (3) Given the product [CH2:34]([C@@H:14]([CH2:13][CH2:12][C@H:8]([CH2:1][C:2]1[CH:3]=[CH:4][CH:5]=[CH:6][CH:7]=1)[C:9]([NH:48][C@H:49]1[CH2:56][CH2:55][CH2:54][CH2:53][CH2:52][N:51]([CH2:57][C:58]2[CH:63]=[CH:62][CH:61]=[CH:60][CH:59]=2)[C:50]1=[O:64])=[O:10])[C:15]([NH:17][C@H:18]1[CH2:24][CH2:23][S:22][C@H:21]2[CH2:25][CH2:26][CH2:27][C@@H:28]([C:29]([O:31][CH3:32])=[O:30])[N:20]2[C:19]1=[O:33])=[O:16])[C:35]1[CH:40]=[CH:39][CH:38]=[CH:37][CH:36]=1, predict the reactants needed to synthesize it. The reactants are: [CH2:1]([C@@H:8]([CH2:12][CH2:13][C@H:14]([CH2:34][C:35]1[CH:40]=[CH:39][CH:38]=[CH:37][CH:36]=1)[C:15]([NH:17][C@H:18]1[CH2:24][CH2:23][S:22][C@H:21]2[CH2:25][CH2:26][CH2:27][C@@H:28]([C:29]([O:31][CH3:32])=[O:30])[N:20]2[C:19]1=[O:33])=[O:16])[C:9](O)=[O:10])[C:2]1[CH:7]=[CH:6][CH:5]=[CH:4][CH:3]=1.FC(F)(F)C(O)=O.[NH2:48][C@H:49]1[CH2:56][CH2:55][CH2:54][CH2:53][CH2:52][N:51]([CH2:57][C:58]2[CH:63]=[CH:62][CH:61]=[CH:60][CH:59]=2)[C:50]1=[O:64]. (4) Given the product [CH3:27][N:18]1[CH2:19][CH2:20][C:16]([CH2:21][C:22]([O:24][CH2:25][CH3:26])=[O:23])([NH:15][S:12]([C:9]2[CH:10]=[CH:11][C:6]([CH2:1][CH2:2][CH2:3][CH2:4][CH3:5])=[CH:7][CH:8]=2)(=[O:13])=[O:14])[CH2:17]1, predict the reactants needed to synthesize it. The reactants are: [CH2:1]([C:6]1[CH:11]=[CH:10][C:9]([S:12]([NH:15][C:16]2([CH2:21][C:22]([O:24][CH2:25][CH3:26])=[O:23])[CH2:20][CH2:19][NH:18][CH2:17]2)(=[O:14])=[O:13])=[CH:8][CH:7]=1)[CH2:2][CH2:3][CH2:4][CH3:5].[CH2:27]=O. (5) The reactants are: C[O:2][P:3]([CH2:7][C:8]1[CH:13]=[CH:12][C:11]([CH2:14][N:15]2[N:19]=[N:18][C:17]([C:20]3[CH:25]=[CH:24][CH:23]=[C:22]([C:26]#[C:27][CH2:28][C:29]4[CH:34]=[CH:33][C:32]([F:35])=[CH:31][CH:30]=4)[CH:21]=3)=[N:16]2)=[CH:10][CH:9]=1)(=[O:6])[O:4]C.C[Si](I)(C)C. Given the product [F:35][C:32]1[CH:33]=[CH:34][C:29]([CH2:28][C:27]#[C:26][C:22]2[CH:21]=[C:20]([C:17]3[N:18]=[N:19][N:15]([CH2:14][C:11]4[CH:10]=[CH:9][C:8]([CH2:7][P:3](=[O:2])([OH:6])[OH:4])=[CH:13][CH:12]=4)[N:16]=3)[CH:25]=[CH:24][CH:23]=2)=[CH:30][CH:31]=1, predict the reactants needed to synthesize it.